From a dataset of Peptide-MHC class II binding affinity with 134,281 pairs from IEDB. Regression. Given a peptide amino acid sequence and an MHC pseudo amino acid sequence, predict their binding affinity value. This is MHC class II binding data. (1) The peptide sequence is GVLQTFMRMAWGGSY. The MHC is DRB1_0901 with pseudo-sequence DRB1_0901. The binding affinity (normalized) is 0.692. (2) The peptide sequence is TGLWPFIRINNLKVK. The MHC is DRB1_0401 with pseudo-sequence DRB1_0401. The binding affinity (normalized) is 0.425. (3) The peptide sequence is DHGGACGYKDVDKPP. The MHC is DRB1_0802 with pseudo-sequence DRB1_0802. The binding affinity (normalized) is 0.101. (4) The peptide sequence is VLMAVVLASLIYRRR. The MHC is HLA-DQA10501-DQB10201 with pseudo-sequence HLA-DQA10501-DQB10201. The binding affinity (normalized) is 0.447. (5) The peptide sequence is SGRKAQGKTLGVNMV. The MHC is H-2-IAd with pseudo-sequence H-2-IAd. The binding affinity (normalized) is 0.238.